This data is from Reaction yield outcomes from USPTO patents with 853,638 reactions. The task is: Predict the reaction yield, written as a fraction of the theoretical maximum amount of product (1.0 means a 100% yield; for example, 0.34 means a 34% yield). (1) The yield is 0.870. The reactants are Br[C:2]1[CH:10]=[CH:9][CH:8]=[C:7]2[C:3]=1[CH2:4][CH2:5][C@@H:6]2[NH:11][C:12](=[O:18])[O:13][C:14]([CH3:17])([CH3:16])[CH3:15].[CH3:19][C:20]1([CH3:36])[C:24]([CH3:26])([CH3:25])[O:23][B:22]([B:22]2[O:23][C:24]([CH3:26])([CH3:25])[C:20]([CH3:36])([CH3:19])[O:21]2)[O:21]1.C([O-])(=O)C.[K+].N#N.C(Cl)Cl. The product is [CH3:19][C:20]1([CH3:36])[C:24]([CH3:26])([CH3:25])[O:23][B:22]([C:2]2[CH:10]=[CH:9][CH:8]=[C:7]3[C:3]=2[CH2:4][CH2:5][C@@H:6]3[NH:11][C:12](=[O:18])[O:13][C:14]([CH3:17])([CH3:16])[CH3:15])[O:21]1. The catalyst is O1CCOCC1.C1C=CC(P(C2C=CC=CC=2)[C-]2C=CC=C2)=CC=1.C1C=CC(P(C2C=CC=CC=2)[C-]2C=CC=C2)=CC=1.Cl[Pd]Cl.[Fe+2]. (2) The reactants are Cl.OCC[N:5]1[C:9]2[CH:10]=[C:11]([C:14]3[CH:19]=[CH:18][C:17]([C:20]([N:22]4[CH2:27][CH2:26][NH:25][CH2:24][CH2:23]4)=[O:21])=[CH:16][CH:15]=3)[CH:12]=[CH:13][C:8]=2[N:7]=[CH:6]1.[OH:28][C:29]1([C:32]([OH:34])=O)[CH2:31][CH2:30]1.CN(C([O:42]N1N=NC2C=CC=CC1=2)=[N+](C)C)C.F[P-](F)(F)(F)(F)F.CCN([CH:65]([CH3:67])C)C(C)C. The catalyst is CN(C)C=O. The product is [OH:28][C:29]1([C:32]([N:25]2[CH2:26][CH2:27][N:22]([C:20]([C:17]3[CH:16]=[CH:15][C:14]([C:11]4[CH:12]=[CH:13][C:8]5[N:7]([CH2:67][CH2:65][OH:42])[CH:6]=[N:5][C:9]=5[CH:10]=4)=[CH:19][CH:18]=3)=[O:21])[CH2:23][CH2:24]2)=[O:34])[CH2:31][CH2:30]1. The yield is 0.270. (3) The reactants are C([O:4][CH2:5][C:6]1[C:7]([N:31]2[CH2:43][CH2:42][N:34]3[C:35]4[CH2:36][CH2:37][CH2:38][CH2:39][C:40]=4[CH:41]=[C:33]3[C:32]2=[O:44])=[N:8][CH:9]=[CH:10][C:11]=1[C:12]1[CH:17]=[C:16]([NH:18][C:19]2[CH:28]=[C:22]3[CH2:23][N:24]([CH3:27])[CH2:25][CH2:26][N:21]3[N:20]=2)[C:15](=[O:29])[N:14]([CH3:30])[N:13]=1)(=O)C.[OH-].[Li+]. No catalyst specified. The product is [OH:4][CH2:5][C:6]1[C:7]([N:31]2[CH2:43][CH2:42][N:34]3[C:35]4[CH2:36][CH2:37][CH2:38][CH2:39][C:40]=4[CH:41]=[C:33]3[C:32]2=[O:44])=[N:8][CH:9]=[CH:10][C:11]=1[C:12]1[CH:17]=[C:16]([NH:18][C:19]2[CH:28]=[C:22]3[CH2:23][N:24]([CH3:27])[CH2:25][CH2:26][N:21]3[N:20]=2)[C:15](=[O:29])[N:14]([CH3:30])[N:13]=1. The yield is 0.630. (4) The reactants are [Cl:1][C:2]1[C:7]([C:8]2[C:9](=[O:21])[N:10]([CH2:19][CH3:20])[C:11]3[C:16]([CH:17]=2)=[CH:15][N:14]=[C:13](Cl)[CH:12]=3)=[CH:6][C:5]([NH:22][C:23]([NH:25][C:26]2[CH:31]=[C:30]([F:32])[CH:29]=[C:28]([F:33])[CH:27]=2)=[O:24])=[C:4]([F:34])[CH:3]=1.CC1(C)C2C(=C(P(C3C=CC=CC=3)C3C=CC=CC=3)C=CC=2)OC2C(P(C3C=CC=CC=3)C3C=CC=CC=3)=CC=CC1=2.C([O-])([O-])=O.[Cs+].[Cs+].[C:83]([NH2:86])(=[O:85])[CH3:84]. The catalyst is O1CCOCC1.C1C=CC(/C=C/C(/C=C/C2C=CC=CC=2)=O)=CC=1.C1C=CC(/C=C/C(/C=C/C2C=CC=CC=2)=O)=CC=1.C1C=CC(/C=C/C(/C=C/C2C=CC=CC=2)=O)=CC=1.[Pd].[Pd].C1COCC1. The product is [Cl:1][C:2]1[CH:3]=[C:4]([F:34])[C:5]([NH:22][C:23]([NH:25][C:26]2[CH:27]=[C:28]([F:33])[CH:29]=[C:30]([F:32])[CH:31]=2)=[O:24])=[CH:6][C:7]=1[C:8]1[C:9](=[O:21])[N:10]([CH2:19][CH3:20])[C:11]2[C:16]([CH:17]=1)=[CH:15][N:14]=[C:13]([NH:86][C:83](=[O:85])[CH3:84])[CH:12]=2. The yield is 0.0480. (5) The reactants are C([O:3][C:4]([C:6]1[C:7]2[C:15]([CH3:16])=[N:14][N:13]([C:17]3[CH:22]=[CH:21][CH:20]=[CH:19][CH:18]=3)[C:8]=2[N:9]=[C:10]([CH3:12])[CH:11]=1)=[O:5])C.[OH-].[Na+]. The catalyst is C1COCC1.CO.O. The product is [CH3:16][C:15]1[C:7]2[C:6]([C:4]([OH:5])=[O:3])=[CH:11][C:10]([CH3:12])=[N:9][C:8]=2[N:13]([C:17]2[CH:22]=[CH:21][CH:20]=[CH:19][CH:18]=2)[N:14]=1. The yield is 0.920. (6) The reactants are [Cl-].[Al+3].[Cl-].[Cl-].[S:5]1[CH:9]=[CH:8][C:7]([C:10]([O:12][CH2:13][CH3:14])=[O:11])=[CH:6]1.[Br:15]Br. The catalyst is ClCCl. The product is [Br:15][C:9]1[S:5][CH:6]=[C:7]([C:10]([O:12][CH2:13][CH3:14])=[O:11])[CH:8]=1. The yield is 0.570.